From a dataset of Forward reaction prediction with 1.9M reactions from USPTO patents (1976-2016). Predict the product of the given reaction. (1) Given the reactants [I:1][C:2]1[C:3]([OH:12])=[C:4]([O:10][CH3:11])[CH:5]=[C:6]([CH:9]=1)[CH:7]=[O:8].[C:13](=[O:16])([O-])[O-].[K+].[K+].[CH3:19]N(C=O)C, predict the reaction product. The product is: [CH3:11][O:10][C:4]1[CH:5]=[C:6]([CH:9]=[C:2]([I:1])[C:3]=1[O:12][CH2:19][CH2:13][OH:16])[CH:7]=[O:8]. (2) Given the reactants C(N(CC)CC)C.[O:8]1[CH:12]=[CH:11][CH:10]=[C:9]1[C:13](Cl)=[O:14].[NH2:16][C:17]1[CH:29]=[C:28]([CH2:30][CH2:31][C:32]2[CH:37]=[CH:36][CH:35]=[CH:34][CH:33]=2)[CH:27]=[CH:26][C:18]=1[C:19]([O:21][C:22]([CH3:25])([CH3:24])[CH3:23])=[O:20].C(=O)([O-])O.[Na+], predict the reaction product. The product is: [O:8]1[CH:12]=[CH:11][CH:10]=[C:9]1[C:13]([NH:16][C:17]1[CH:29]=[C:28]([CH2:30][CH2:31][C:32]2[CH:33]=[CH:34][CH:35]=[CH:36][CH:37]=2)[CH:27]=[CH:26][C:18]=1[C:19]([O:21][C:22]([CH3:25])([CH3:24])[CH3:23])=[O:20])=[O:14]. (3) The product is: [NH2:1][C:2]1[S:3][C:4]([C:17]2[CH:22]=[CH:21][CH:20]=[C:19]([F:23])[CH:18]=2)=[C:5]([C:7]([N:9]2[C@H:14]([CH2:15][NH:16][C:33]([C:32]3[C:27]4[O:26][CH2:25][O:24][C:28]=4[CH:29]=[CH:30][CH:31]=3)=[O:34])[CH2:13][C@H:12]3[C@@H:10]2[CH2:11]3)=[O:8])[N:6]=1. Given the reactants [NH2:1][C:2]1[S:3][C:4]([C:17]2[CH:22]=[CH:21][CH:20]=[C:19]([F:23])[CH:18]=2)=[C:5]([C:7]([N:9]2[C@H:14]([CH2:15][NH2:16])[CH2:13][C@H:12]3[C@@H:10]2[CH2:11]3)=[O:8])[N:6]=1.[O:24]1[C:28]2[CH:29]=[CH:30][CH:31]=[C:32]([C:33](O)=[O:34])[C:27]=2[O:26][CH2:25]1, predict the reaction product. (4) Given the reactants [Br:1][C:2]1[CH:3]=[C:4]2[C:9](=[CH:10][CH:11]=1)[C:8](Cl)=[N:7][N:6]=[CH:5]2.[NH:13]1[CH2:18][CH2:17][CH2:16][CH2:15][CH2:14]1.C(=O)([O-])[O-].[K+].[K+], predict the reaction product. The product is: [Br:1][C:2]1[CH:3]=[C:4]2[C:9](=[CH:10][CH:11]=1)[C:8]([N:13]1[CH2:18][CH2:17][CH2:16][CH2:15][CH2:14]1)=[N:7][N:6]=[CH:5]2. (5) Given the reactants [C:1](#[N:5])[CH:2]([CH3:4])[CH3:3].[Li+].CC([N-]C(C)C)C.C1CCCCC1.[C:20]1([S:26][S:26][C:20]2[CH:25]=[CH:24][CH:23]=[CH:22][CH:21]=2)[CH:25]=[CH:24][CH:23]=[CH:22][CH:21]=1, predict the reaction product. The product is: [CH3:3][C:2]([S:26][C:20]1[CH:25]=[CH:24][CH:23]=[CH:22][CH:21]=1)([CH3:4])[C:1]#[N:5].